From a dataset of Forward reaction prediction with 1.9M reactions from USPTO patents (1976-2016). Predict the product of the given reaction. (1) Given the reactants [CH3:1][C:2]1[N:7]=[C:6]([C:8]2[C:12]([C:13]([F:16])([F:15])[F:14])=[C:11]([C:17]([OH:19])=O)[O:10][N:9]=2)[CH:5]=[CH:4][CH:3]=1.CCN(C(C)C)C(C)C.C1N(P(Cl)(N2C(=O)OCC2)=O)C(=O)OC1.[OH:44][CH:45]([C:58]1[CH:63]=[CH:62][C:61](/[C:64](=[N:66]/O)/[NH2:65])=[CH:60][CH:59]=1)[CH2:46][N:47]1[CH2:52][CH2:51][CH2:50][C@H:49]([C:53]([O:55]CC)=[O:54])[CH2:48]1.CCCC[N+](CCCC)(CCCC)CCCC.[F-].C1COCC1.Cl, predict the reaction product. The product is: [OH:44][CH:45]([C:58]1[CH:59]=[CH:60][C:61]([C:64]2[N:66]=[C:17]([C:11]3[O:10][N:9]=[C:8]([C:6]4[CH:5]=[CH:4][CH:3]=[C:2]([CH3:1])[N:7]=4)[C:12]=3[C:13]([F:14])([F:15])[F:16])[O:19][N:65]=2)=[CH:62][CH:63]=1)[CH2:46][N:47]1[CH2:52][CH2:51][CH2:50][C@H:49]([C:53]([OH:55])=[O:54])[CH2:48]1. (2) The product is: [CH2:3]([C:7]1[CH:14]=[CH:13][C:10]([C:11]([NH2:12])=[O:1])=[C:9]([OH:15])[N:8]=1)[CH2:4][CH:5]=[CH2:6]. Given the reactants [OH:1]O.[CH2:3]([C:7]1[CH:14]=[CH:13][C:10]([C:11]#[N:12])=[C:9]([OH:15])[N:8]=1)[CH2:4][CH:5]=[CH2:6], predict the reaction product. (3) The product is: [CH3:6][CH2:7][C:8]([O:10][C@@:11]1([C:35]([S:37][CH2:38][F:39])=[O:36])[C@@:15]2([CH3:33])[CH2:16][C@H:17]([OH:32])[C@:18]3([F:31])[C@:28]4([CH3:29])[C:22](=[CH:23][C:24]([CH:26]=[CH:27]4)=[O:25])[C@@H:21]([F:30])[CH2:20][C@H:19]3[C@@H:14]2[CH2:13][C@H:12]1[CH3:34])=[O:9].[C:1](=[O:2])([OH:4])[O-:3].[Na+:5]. Given the reactants [C:1](=[O:4])([OH:3])[O-:2].[Na+:5].[CH3:6][CH2:7][C:8]([O:10][C@@:11]1([C:35]([S:37][CH2:38][F:39])=[O:36])[C@@:15]2([CH3:33])[CH2:16][C@H:17]([OH:32])[C@:18]3([F:31])[C@:28]4([CH3:29])[C:22](=[CH:23][C:24]([CH:26]=[CH:27]4)=[O:25])[C@@H:21]([F:30])[CH2:20][C@H:19]3[C@@H:14]2[CH2:13][C@H:12]1[CH3:34])=[O:9], predict the reaction product. (4) The product is: [CH2:18]([N:15]1[C:16]2[CH:17]=[C:9]3[N:8]=[C:7]([C:3]4[C:2]([NH:1][C:32](=[O:33])[CH2:31][CH2:30][C:24]5[CH:29]=[CH:28][CH:27]=[CH:26][CH:25]=5)=[CH:6][NH:5][N:4]=4)[NH:23][C:10]3=[CH:11][C:12]=2[C:13]([CH3:22])([CH3:21])[C:14]1=[O:20])[CH3:19]. Given the reactants [NH2:1][C:2]1[C:3]([C:7]2[NH:23][C:10]3=[CH:11][C:12]4[C:13]([CH3:22])([CH3:21])[C:14](=[O:20])[N:15]([CH2:18][CH3:19])[C:16]=4[CH:17]=[C:9]3[N:8]=2)=[N:4][NH:5][CH:6]=1.[C:24]1([CH2:30][CH2:31][C:32](Cl)=[O:33])[CH:29]=[CH:28][CH:27]=[CH:26][CH:25]=1, predict the reaction product. (5) Given the reactants [F:1][CH:2]([F:23])[O:3][C:4]1[CH:5]=[C:6]([NH:10][CH2:11][CH2:12][C:13]2[CH:18]=[CH:17][C:16]([C:19]([F:22])([F:21])[F:20])=[CH:15][CH:14]=2)[CH:7]=[CH:8][CH:9]=1.C(OC([NH:31][CH:32]([C:36]1[CH:41]=[CH:40][CH:39]=[CH:38][CH:37]=1)[C:33](O)=[O:34])=O)(C)(C)C, predict the reaction product. The product is: [NH2:31][CH:32]([C:36]1[CH:41]=[CH:40][CH:39]=[CH:38][CH:37]=1)[C:33]([N:10]([C:6]1[CH:7]=[CH:8][CH:9]=[C:4]([O:3][CH:2]([F:1])[F:23])[CH:5]=1)[CH2:11][CH2:12][C:13]1[CH:18]=[CH:17][C:16]([C:19]([F:20])([F:21])[F:22])=[CH:15][CH:14]=1)=[O:34].